From a dataset of Full USPTO retrosynthesis dataset with 1.9M reactions from patents (1976-2016). Predict the reactants needed to synthesize the given product. (1) Given the product [CH2:14]([C:4]([C:5]([O:7][CH3:8])=[O:6])([CH2:3][C:2]([CH3:1])=[CH2:13])[C:9]([O:11][CH3:12])=[O:10])[CH3:15], predict the reactants needed to synthesize it. The reactants are: [CH3:1][C:2](=[CH2:13])[CH2:3][CH:4]([C:9]([O:11][CH3:12])=[O:10])[C:5]([O:7][CH3:8])=[O:6].[CH3:14][C:15](C)([O-])C.[K+].C(Br)C.Cl. (2) Given the product [Cl:29][C:26]1[CH:25]=[CH:24][C:23]([C:21]2[O:20][N:19]=[C:18]([CH2:17][O:14][C:11]3[CH:12]=[CH:13][C:6]4[C:5]([CH2:4][C:3]([OH:2])=[O:15])=[CH:9][S:8][C:7]=4[CH:10]=3)[CH:22]=2)=[CH:28][CH:27]=1, predict the reactants needed to synthesize it. The reactants are: C[O:2][C:3](=[O:15])[CH2:4][C:5]1[C:6]2[CH:13]=[CH:12][C:11]([OH:14])=[CH:10][C:7]=2[S:8][CH:9]=1.Cl[CH2:17][C:18]1[CH:22]=[C:21]([C:23]2[CH:28]=[CH:27][C:26]([Cl:29])=[CH:25][CH:24]=2)[O:20][N:19]=1. (3) Given the product [OH:1][C:2]1[CH:11]=[C:10]2[C:5]([C:6]([CH3:15])=[C:7]([C:13](=[S:17])[NH2:14])[C:8](=[O:12])[O:9]2)=[CH:4][CH:3]=1, predict the reactants needed to synthesize it. The reactants are: [OH:1][C:2]1[CH:11]=[C:10]2[C:5]([C:6]([CH3:15])=[C:7]([C:13]#[N:14])[C:8](=[O:12])[O:9]2)=[CH:4][CH:3]=1.[NH4+]=[S:17]. (4) Given the product [CH:16]1([N:14]([CH3:15])[C:13]([C@H:9]2[CH2:10][CH2:11][CH2:12][NH:8]2)=[O:19])[CH2:18][CH2:17]1, predict the reactants needed to synthesize it. The reactants are: C(OC([N:8]1[CH2:12][CH2:11][CH2:10][C@@H:9]1[C:13](=[O:19])[N:14]([CH:16]1[CH2:18][CH2:17]1)[CH3:15])=O)(C)(C)C. (5) The reactants are: [BH-](OC(C)=O)(OC(C)=O)OC(C)=O.[Na+].[C:15]([N:34]1[CH:38]=[C:37]([CH:39]=O)[N:36]=[CH:35]1)([C:28]1[CH:33]=[CH:32][CH:31]=[CH:30][CH:29]=1)([C:22]1[CH:27]=[CH:26][CH:25]=[CH:24][CH:23]=1)[C:16]1[CH:21]=[CH:20][CH:19]=[CH:18][CH:17]=1.[F:41][C:42]1[CH:49]=[CH:48][C:45]([CH2:46][NH2:47])=[CH:44][CH:43]=1. Given the product [F:41][C:42]1[CH:49]=[CH:48][C:45]([CH2:46][NH:47][CH2:39][C:37]2[N:36]=[CH:35][N:34]([C:15]([C:28]3[CH:33]=[CH:32][CH:31]=[CH:30][CH:29]=3)([C:22]3[CH:27]=[CH:26][CH:25]=[CH:24][CH:23]=3)[C:16]3[CH:21]=[CH:20][CH:19]=[CH:18][CH:17]=3)[CH:38]=2)=[CH:44][CH:43]=1, predict the reactants needed to synthesize it. (6) Given the product [C:17]([CH2:16][CH2:15][CH2:14][CH2:13][O:12][C:7]1[C:2]([C:24]2[CH:25]=[CH:26][C:21]([Cl:20])=[CH:22][CH:23]=2)=[CH:3][C:4]([C:9]([NH:31][C@@H:32]2[CH2:37][CH2:36][CH2:35][CH2:34][C@H:33]2[OH:38])=[O:11])=[CH:5][N:6]=1)(=[O:18])[NH2:19], predict the reactants needed to synthesize it. The reactants are: Br[C:2]1[CH:3]=[C:4]([C:9]([OH:11])=O)[CH:5]=[N:6][C:7]=1Cl.[OH:12][CH2:13][CH2:14][CH2:15][CH2:16][C:17]([NH2:19])=[O:18].[Cl:20][C:21]1[CH:26]=[CH:25][C:24](B(O)O)=[CH:23][CH:22]=1.Cl.[NH2:31][C@@H:32]1[CH2:37][CH2:36][CH2:35][CH2:34][C@H:33]1[OH:38]. (7) Given the product [Cl:1][C:2]1[CH:3]=[C:4]([C:5]2[C:6]([C:13]3[CH:18]=[CH:17][CH:16]=[CH:15][C:14]=3[O:19][CH3:20])=[CH:7][NH:24][N:23]=2)[C:9]([OH:8])=[CH:10][C:11]=1[OH:12], predict the reactants needed to synthesize it. The reactants are: [Cl:1][C:2]1[CH:3]=[C:4]2[C:9](=[CH:10][C:11]=1[OH:12])[O:8][CH:7]=[C:6]([C:13]1[CH:18]=[CH:17][CH:16]=[CH:15][C:14]=1[O:19][CH3:20])[C:5]2=O.O.[NH2:23][NH2:24]. (8) Given the product [C:13]([CH2:12][C:11]1[NH:1][C:2]([C:7]#[N:8])=[C:3]([C:4]#[N:5])[N:6]=1)#[N:14], predict the reactants needed to synthesize it. The reactants are: [NH2:1]/[C:2](/[C:7]#[N:8])=[C:3](\[NH2:6])/[C:4]#[N:5].CO[C:11](OC)(OC)[CH2:12][C:13]#[N:14]. (9) Given the product [NH2:27][C:8]1[N:7]=[C:6]([NH:5][CH2:1][CH2:2][CH2:3][CH3:4])[N:14]=[C:13]2[C:9]=1[NH:10][C:11](=[O:25])[N:12]2[CH2:15][CH2:16][CH2:17][CH2:18][CH:19]1[CH2:24][CH2:23][CH2:22][O:21][CH2:20]1, predict the reactants needed to synthesize it. The reactants are: [CH2:1]([NH:5][C:6]1[N:14]=[C:13]2[C:9]([N:10]=[C:11]([O:25]C)[N:12]2[CH2:15][CH2:16][CH2:17][CH2:18][CH:19]2[CH2:24][CH2:23][CH2:22][O:21][CH2:20]2)=[C:8]([NH2:27])[N:7]=1)[CH2:2][CH2:3][CH3:4].Cl.O1CCOCC1.[OH-].[Na+].